This data is from Catalyst prediction with 721,799 reactions and 888 catalyst types from USPTO. The task is: Predict which catalyst facilitates the given reaction. (1) Reactant: [Br:1][C:2]1[CH:3]=[C:4]([CH:11]([CH3:13])[CH3:12])[C:5]([OH:10])=[C:6]([CH:9]=1)[CH:7]=[O:8].[C:14](=O)([O-])[O-].[K+].[K+].COS(=O)(=O)OC.O. Product: [Br:1][C:2]1[CH:3]=[C:4]([CH:11]([CH3:13])[CH3:12])[C:5]([O:10][CH3:14])=[C:6]([CH:9]=1)[CH:7]=[O:8]. The catalyst class is: 9. (2) Reactant: Cl.[NH2:2][CH2:3][C:4](=O)[CH2:5][CH2:6][C:7]([OH:9])=[O:8].[CH3:11][S:12]([CH2:15][C:16](=O)[CH3:17])(=[O:14])=[O:13].C([O-])(=O)C.[Na+]. Product: [CH3:11][S:12]([C:15]1[C:4]([CH2:5][CH2:6][C:7]([OH:9])=[O:8])=[CH:3][NH:2][C:16]=1[CH3:17])(=[O:14])=[O:13]. The catalyst class is: 6. (3) Reactant: [CH2:1]([O:3][C:4]([C@@H:6]1[CH2:10][CH2:9][C:8](=[O:11])[NH:7]1)=[O:5])[CH3:2].CCN(CC)CC.[CH3:19][C:20]([O:23][C:24](O[C:24]([O:23][C:20]([CH3:22])([CH3:21])[CH3:19])=[O:25])=[O:25])([CH3:22])[CH3:21]. Product: [CH2:1]([O:3][C:4]([C@@H:6]1[CH2:10][CH2:9][C:8](=[O:11])[N:7]1[C:24]([O:23][C:20]([CH3:22])([CH3:21])[CH3:19])=[O:25])=[O:5])[CH3:2]. The catalyst class is: 616. (4) Reactant: [Cl:1][C:2]1[CH:3]=[C:4]([C:8]2[C:17]3[C:12](=[CH:13][CH:14]=[C:15]([C:18]([C:26]4[CH:27]=[N:28][C:29]([Cl:32])=[CH:30][CH:31]=4)([C:20]4[N:21]([CH3:25])[CH:22]=[N:23][CH:24]=4)O)[CH:16]=3)[N:11]=[C:10]([O:33]C)[CH:9]=2)[CH:5]=[CH:6][CH:7]=1.S(Cl)(Cl)=O.[CH3:39][O:40][C:41]1[CH:48]=[CH:47][C:44]([CH2:45][NH2:46])=[CH:43][CH:42]=1. Product: [Cl:1][C:2]1[CH:3]=[C:4]([C:8]2[C:17]3[C:12](=[CH:13][CH:14]=[C:15]([C:18]([C:26]4[CH:27]=[N:28][C:29]([Cl:32])=[CH:30][CH:31]=4)([NH:46][CH2:45][C:44]4[CH:47]=[CH:48][C:41]([O:40][CH3:39])=[CH:42][CH:43]=4)[C:20]4[N:21]([CH3:25])[CH:22]=[N:23][CH:24]=4)[CH:16]=3)[NH:11][C:10](=[O:33])[CH:9]=2)[CH:5]=[CH:6][CH:7]=1. The catalyst class is: 247. (5) Reactant: [N:1]1([C:5]2[N:14]=[C:13]3[C:8]([C:9](=[O:29])[C:10]([C:26]([OH:28])=[O:27])=[CH:11][N:12]3CC3C=CC(OC)=CC=3OC)=[C:7]([CH3:30])[CH:6]=2)[CH2:4][CH2:3][CH2:2]1.O. Product: [N:1]1([C:5]2[N:14]=[C:13]3[C:8]([C:9](=[O:29])[C:10]([C:26]([OH:28])=[O:27])=[CH:11][NH:12]3)=[C:7]([CH3:30])[CH:6]=2)[CH2:4][CH2:3][CH2:2]1. The catalyst class is: 55. (6) The catalyst class is: 632. Reactant: N(C(OC(C)C)=O)=NC(OC(C)C)=O.[Br:15][C:16]1[N:21]=[CH:20][C:19]2[NH:22][C:23](=[O:31])[N:24]([C:25]([CH3:30])([CH3:29])[CH2:26][CH2:27]O)[C:18]=2[CH:17]=1.C1(P(C2C=CC=CC=2)C2C=CC=CC=2)C=CC=CC=1. Product: [Br:15][C:16]1[CH:17]=[C:18]2[C:19](=[CH:20][N:21]=1)[N:22]=[C:23]1[N:24]2[C:25]([CH3:29])([CH3:30])[CH2:26][CH2:27][O:31]1.